From a dataset of Reaction yield outcomes from USPTO patents with 853,638 reactions. Predict the reaction yield, written as a fraction of the theoretical maximum amount of product (1.0 means a 100% yield; for example, 0.34 means a 34% yield). The reactants are C([O:3][CH:4](OCC)[C:5]1[O:13][C:12]2[C:11]([C:14]3[CH2:19][CH2:18][N:17](C(OC(C)(C)C)=O)[CH2:16][CH:15]=3)=[CH:10][N:9]=[CH:8][C:7]=2[CH:6]=1)C.Cl.C(=O)(O)[O-].[Na+]. The catalyst is O1CCCC1. The product is [NH:17]1[CH2:16][CH:15]=[C:14]([C:11]2[C:12]3[O:13][C:5]([CH:4]=[O:3])=[CH:6][C:7]=3[CH:8]=[N:9][CH:10]=2)[CH2:19][CH2:18]1. The yield is 0.550.